This data is from Forward reaction prediction with 1.9M reactions from USPTO patents (1976-2016). The task is: Predict the product of the given reaction. Given the reactants BrC1C=CC(NC(=CC([O-])=O)C(OC)=O)=C(OC)C=1.[CH3:20][O:21][C:22](=[O:40])[C:23]([NH:28][C:29]1[CH:34]=[CH:33][C:32]([N+:35]([O-:37])=[O:36])=[CH:31][C:30]=1[O:38][CH3:39])=[CH:24][C:25]([O-:27])=O, predict the reaction product. The product is: [CH3:20][O:21][C:22]([C:23]1[CH:24]=[C:25]([OH:27])[C:34]2[C:29](=[C:30]([O:38][CH3:39])[CH:31]=[C:32]([N+:35]([O-:37])=[O:36])[CH:33]=2)[N:28]=1)=[O:40].